Dataset: Catalyst prediction with 721,799 reactions and 888 catalyst types from USPTO. Task: Predict which catalyst facilitates the given reaction. (1) Reactant: [Br:1][C:2]1[CH:7]=[CH:6][C:5]([C@@H:8]([N:10]2[CH2:15][CH2:14][C@:13](CC(C)=C)([C:16]3[CH:21]=[CH:20][CH:19]=[CH:18][CH:17]=3)[O:12][C:11]2=O)[CH3:9])=[CH:4][CH:3]=1.C[N+]1([O-])CC[O:31]CC1.C1COCC1.[CH3:40][C:41]([OH:44])([CH3:43])[CH3:42].[OH2:45]. Product: [Br:1][C:2]1[CH:7]=[CH:6][C:5]([C@@H:8]([N:10]2[CH2:15][CH2:14][C@:13]([CH2:40][C:41]([OH:44])([CH3:43])[CH2:42][OH:31])([C:16]3[CH:21]=[CH:20][CH:19]=[CH:18][CH:17]=3)[O:45][C:11]2=[O:12])[CH3:9])=[CH:4][CH:3]=1. The catalyst class is: 771. (2) Reactant: Cl[C:2]1[N:7]2[N:8]=[C:9]([C:23]3[CH:28]=[CH:27][C:26]([O:29][CH3:30])=[CH:25][CH:24]=3)[C:10]([C:11]3[CH:16]=[CH:15][N:14]=[C:13]([NH:17][CH:18]4[CH2:22][CH2:21][CH2:20][CH2:19]4)[N:12]=3)=[C:6]2[CH:5]=[CH:4][CH:3]=1.[N-:31]=[N+]=[N-].[Na+].O.CCOCC. Product: [CH:18]1([NH:17][C:13]2[N:12]=[C:11]([C:10]3[C:9]([C:23]4[CH:24]=[CH:25][C:26]([O:29][CH3:30])=[CH:27][CH:28]=4)=[N:8][N:7]4[C:2]([NH2:31])=[CH:3][CH:4]=[CH:5][C:6]=34)[CH:16]=[CH:15][N:14]=2)[CH2:19][CH2:20][CH2:21][CH2:22]1. The catalyst class is: 60. (3) The catalyst class is: 4. Reactant: [CH2:1]([O:8][C:9]1[C:14]([C:15]([N:17]2[CH2:21][CH2:20][S:19][C:18]2=[S:22])=[O:16])=[CH:13][C:12]([C:23]([N:25]2[CH2:29][CH2:28]SC2=S)=[O:24])=[CH:11][C:10]=1[C:31]([N:33]1[CH2:37][CH2:36][S:35][C:34]1=[S:38])=[O:32])[C:2]1[CH:7]=[CH:6][CH:5]=[CH:4][CH:3]=1.[CH3:39][O:40]CCN.CO. Product: [CH2:1]([O:8][C:9]1[C:14]([C:15]([N:17]2[CH2:21][CH2:20][S:19][C:18]2=[S:22])=[O:16])=[CH:13][C:12]([C:23]([NH:25][CH2:29][CH2:28][O:40][CH3:39])=[O:24])=[CH:11][C:10]=1[C:31]([N:33]1[CH2:37][CH2:36][S:35][C:34]1=[S:38])=[O:32])[C:2]1[CH:3]=[CH:4][CH:5]=[CH:6][CH:7]=1. (4) Reactant: S=C1[N:6]([C:7]([O:9][CH2:10][C:11]2[CH:16]=[CH:15][C:14]([O:17][C:18](=[O:20])[CH3:19])=[C:13]([O:21][CH3:22])[CH:12]=2)=[O:8])[CH2:5][CH2:4]S1.[CH3:23][C:24](C)([CH3:28])[CH2:25]CN.C1COCC1. Product: [C:18]([O:17][C:14]1[CH:15]=[CH:16][C:11]([CH2:10][O:9][C:7](=[O:8])[NH:6][CH2:5][CH2:4][C:24]([CH3:28])([CH3:25])[CH3:23])=[CH:12][C:13]=1[O:21][CH3:22])(=[O:20])[CH3:19]. The catalyst class is: 2. (5) The catalyst class is: 412. Product: [NH2:20][C:19]1[N:10]([C:5]2[CH:6]=[CH:7][CH:8]=[CH:9][C:4]=2[CH2:2][CH3:3])[N:11]=[CH:15][C:16]=1[C:17]#[N:18]. Reactant: Cl.[CH2:2]([C:4]1[CH:9]=[CH:8][CH:7]=[CH:6][C:5]=1[NH:10][NH2:11])[CH3:3].C(O[CH:15]=[C:16]([C:19]#[N:20])[C:17]#[N:18])C.C(N(CC)CC)C. (6) Reactant: Cl[C:2]1[CH:7]=[N:6][CH:5]=[C:4]([Cl:8])[N:3]=1.[CH2:9]([NH:16][CH:17]([CH3:19])[CH3:18])[C:10]1[CH:15]=[CH:14][CH:13]=[CH:12][CH:11]=1.C(=O)([O-])[O-].[K+].[K+].CC(N(C)C)=O. The catalyst class is: 6. Product: [CH2:9]([N:16]([CH:17]([CH3:19])[CH3:18])[C:2]1[CH:7]=[N:6][CH:5]=[C:4]([Cl:8])[N:3]=1)[C:10]1[CH:15]=[CH:14][CH:13]=[CH:12][CH:11]=1. (7) Reactant: C[O:2][C:3]([C:5]1[C:13]2[C:8](=[N:9][CH:10]=[CH:11][C:12]=2[Cl:14])[N:7]([CH:15]2[CH2:18][O:17][CH2:16]2)[CH:6]=1)=[O:4].O.[OH-].[Li+]. Product: [Cl:14][C:12]1[CH:11]=[CH:10][N:9]=[C:8]2[N:7]([CH:15]3[CH2:18][O:17][CH2:16]3)[CH:6]=[C:5]([C:3]([OH:4])=[O:2])[C:13]=12. The catalyst class is: 87. (8) Reactant: C(O)(C(F)(F)F)=O.[CH2:8]([O:49][CH:50]1[C@H:54]2[C@H:55](OC3CCCCO3)[N:56](C(OC(C)(C)C)=O)[C:57]3[CH:64]=[C:63]([O:65][CH3:66])[CH:62]=[CH:61][C:58]=3[C:59](=[O:60])[N:53]2[CH2:52][CH2:51]1)[CH2:9][CH2:10][CH2:11][CH2:12][CH2:13][CH2:14][CH2:15][CH2:16][O:17][CH:18]1[C@H:22]2[C@H:23](OC3CCCCO3)[N:24](C(OC(C)(C)C)=O)[C:25]3[CH:32]=[C:31]([O:33][CH3:34])[CH:30]=[CH:29][C:26]=3[C:27](=[O:28])[N:21]2[CH2:20][CH2:19]1.C([O-])(O)=O.[Na+]. Product: [CH2:16]([O:17][CH:18]1[C@@H:22]2[CH:23]=[N:24][C:25]3[CH:32]=[C:31]([O:33][CH3:34])[CH:30]=[CH:29][C:26]=3[C:27](=[O:28])[N:21]2[CH2:20][CH2:19]1)[CH2:15][CH2:14][CH2:13][CH2:12][CH2:11][CH2:10][CH2:9][CH2:8][O:49][CH:50]1[C@@H:54]2[CH:55]=[N:56][C:57]3[CH:64]=[C:63]([O:65][CH3:66])[CH:62]=[CH:61][C:58]=3[C:59](=[O:60])[N:53]2[CH2:52][CH2:51]1. The catalyst class is: 254. (9) Reactant: [CH3:1][O:2][C:3](=[O:52])[NH:4][C@@H:5]1[CH2:10][CH2:9][N:8]([C:11]2[CH:16]=[C:15]([C:17]#[N:18])[CH:14]=[C:13]([NH:19][C:20]3[N:25]=[C:24]([N:26](CC)[CH2:27][C:28]4C=CC(OC)=CC=4)[C:23]4=[N:38][CH:39]=[C:40]([C:41]#[N:42])[N:22]4[N:21]=3)[C:12]=2[Cl:43])[CH2:7][C@H:6]1[O:44][Si](C(C)(C)C)(C)C.CCCC[N+](CCCC)(CCCC)CCCC.[F-]. Product: [CH3:1][O:2][C:3](=[O:52])[NH:4][C@H:5]1[CH2:10][CH2:9][N:8]([C:11]2[CH:16]=[C:15]([C:17]#[N:18])[CH:14]=[C:13]([NH:19][C:20]3[N:25]=[C:24]([NH:26][CH2:27][CH3:28])[C:23]4=[N:38][CH:39]=[C:40]([C:41]#[N:42])[N:22]4[N:21]=3)[C:12]=2[Cl:43])[CH2:7][C@@H:6]1[OH:44]. The catalyst class is: 7. (10) Reactant: Br[C:2]1[C:3]2[C:4]3[N:14]([CH2:15][CH:16]([CH3:18])[CH3:17])[CH:13]=[N:12][C:5]=3[CH:6]=[N:7][C:8]=2[CH:9]=[CH:10][CH:11]=1.[CH2:19]([O:22][C:23]1[CH:28]=[CH:27][C:26](B(O)O)=[CH:25][CH:24]=1)[CH2:20][CH3:21]. Product: [CH3:17][CH:16]([CH3:18])[CH2:15][N:14]1[C:4]2[C:3]3[C:2]([C:26]4[CH:27]=[CH:28][C:23]([O:22][CH2:19][CH2:20][CH3:21])=[CH:24][CH:25]=4)=[CH:11][CH:10]=[CH:9][C:8]=3[N:7]=[CH:6][C:5]=2[N:12]=[CH:13]1. The catalyst class is: 164.